From a dataset of Reaction yield outcomes from USPTO patents with 853,638 reactions. Predict the reaction yield, written as a fraction of the theoretical maximum amount of product (1.0 means a 100% yield; for example, 0.34 means a 34% yield). The reactants are O.[NH2:2][NH2:3].[Br:4][C:5]1[CH:10]=[CH:9][C:8]([C:11](=O)[C:12]([F:15])([F:14])[F:13])=[C:7](F)[CH:6]=1. The yield is 0.320. The product is [Br:4][C:5]1[CH:6]=[C:7]2[C:8]([C:11]([C:12]([F:15])([F:14])[F:13])=[N:2][NH:3]2)=[CH:9][CH:10]=1. The catalyst is C(O)CCC.O.